This data is from Forward reaction prediction with 1.9M reactions from USPTO patents (1976-2016). The task is: Predict the product of the given reaction. (1) Given the reactants [F:1][C:2]([F:13])([F:12])[C:3]1[N:8]=[CH:7][C:6]([CH2:9][C:10]#[N:11])=[CH:5][CH:4]=1.[O:14]1[C:19]2[CH:20]=[CH:21][C:22](N)=[CH:23][C:18]=2[O:17][CH2:16][CH2:15]1.C([O-])=O.[NH4+], predict the reaction product. The product is: [O:14]1[C:19]2[CH:20]=[CH:21][C:22]([NH:11][CH2:10][CH2:9][C:6]3[CH:7]=[N:8][C:3]([C:2]([F:12])([F:1])[F:13])=[CH:4][CH:5]=3)=[CH:23][C:18]=2[O:17][CH2:16][CH2:15]1. (2) Given the reactants Cl[C:2]1[N:7]=[C:6]([C:8]([S:11]([CH2:14][CH2:15][CH2:16][O:17][Si](C(C)C)(C(C)C)C(C)C)(=[O:13])=[O:12])([CH3:10])[CH3:9])[CH:5]=[C:4]([N:28]2[CH2:33][CH2:32][O:31][CH2:30][C@@H:29]2[CH3:34])[N:3]=1.CC1(C)C(C)(C)OB([C:43]2[CH:49]=[CH:48][C:46]([NH2:47])=[CH:45][CH:44]=2)O1.C(=O)([O-])[O-].[Na+].[Na+].[F-].C([N+](CCCC)(CCCC)CCCC)CCC, predict the reaction product. The product is: [NH2:47][C:46]1[CH:48]=[CH:49][C:43]([C:2]2[N:7]=[C:6]([C:8]([S:11]([CH2:14][CH2:15][CH2:16][OH:17])(=[O:12])=[O:13])([CH3:10])[CH3:9])[CH:5]=[C:4]([N:28]3[CH2:33][CH2:32][O:31][CH2:30][C@@H:29]3[CH3:34])[N:3]=2)=[CH:44][CH:45]=1. (3) Given the reactants [C:1]([OH:8])(=[O:7])/[CH:2]=[CH:3]\[C:4]([OH:6])=[O:5].[C:9]([O:12][C:13]1[S:21][C:20]2[CH2:19][CH2:18][N:17]([CH:22]([C:30]([CH:32]3[CH2:34][CH2:33]3)=[O:31])[C:23]3[CH:28]=[CH:27][CH:26]=[CH:25][C:24]=3[F:29])[CH2:16][C:15]=2[CH:14]=1)(=[O:11])[CH3:10], predict the reaction product. The product is: [C:1]([OH:8])(=[O:7])/[CH:2]=[CH:3]\[C:4]([OH:6])=[O:5].[C:9]([O:12][C:13]1[S:21][C:20]2[CH2:19][CH2:18][N:17]([CH:22]([C:30]([CH:32]3[CH2:34][CH2:33]3)=[O:31])[C:23]3[CH:28]=[CH:27][CH:26]=[CH:25][C:24]=3[F:29])[CH2:16][C:15]=2[CH:14]=1)(=[O:11])[CH3:10]. (4) Given the reactants [CH2:1]([C@H:8]([NH:45]C(=O)OCC1C2C=CC=CC=2C2C1=CC=CC=2)[C@@H:9]([OH:44])[CH2:10][C@@H:11]([NH:19][C:20](=[O:43])[C@@H:21]([N:26]1[CH2:30][CH2:29][N:28]([CH2:31][C:32]2[C:41]3[C:36](=[CH:37][CH:38]=[CH:39][CH:40]=3)[N:35]=[CH:34][CH:33]=2)[C:27]1=[O:42])[C@@H:22]([CH3:25])[CH2:23][CH3:24])[CH2:12][C:13]1[CH:18]=[CH:17][CH:16]=[CH:15][CH:14]=1)[C:2]1[CH:7]=[CH:6][CH:5]=[CH:4][CH:3]=1.C(NCC)C, predict the reaction product. The product is: [NH2:45][C@@H:8]([CH2:1][C:2]1[CH:3]=[CH:4][CH:5]=[CH:6][CH:7]=1)[C@@H:9]([OH:44])[CH2:10][C@@H:11]([NH:19][C:20](=[O:43])[C@@H:21]([N:26]1[CH2:30][CH2:29][N:28]([CH2:31][C:32]2[C:41]3[C:36](=[CH:37][CH:38]=[CH:39][CH:40]=3)[N:35]=[CH:34][CH:33]=2)[C:27]1=[O:42])[C@@H:22]([CH3:25])[CH2:23][CH3:24])[CH2:12][C:13]1[CH:18]=[CH:17][CH:16]=[CH:15][CH:14]=1.